Predict which catalyst facilitates the given reaction. From a dataset of Catalyst prediction with 721,799 reactions and 888 catalyst types from USPTO. (1) Reactant: C(O[C:4](=[O:17])[CH2:5][N:6]([CH2:13][C:14](=[O:16])[CH3:15])[C:7]1[CH:12]=[CH:11][CH:10]=[CH:9][CH:8]=1)C.CC(C)([O-])C.[K+]. Product: [C:7]1([N:6]2[CH2:5][C:4](=[O:17])[CH2:15][C:14](=[O:16])[CH2:13]2)[CH:12]=[CH:11][CH:10]=[CH:9][CH:8]=1. The catalyst class is: 1. (2) Reactant: [Br:1][C:2]1[C:7]([CH3:8])=[CH:6][C:5]([OH:9])=[CH:4][C:3]=1[CH3:10].[CH3:11]I. Product: [Br:1][C:2]1[C:7]([CH3:8])=[CH:6][C:5]([O:9][CH3:11])=[CH:4][C:3]=1[CH3:10]. The catalyst class is: 21. (3) Reactant: [CH2:1]([O:3][C:4]1[CH:11]=[CH:10][CH:9]=[C:8]([O:12][CH2:13][CH3:14])[C:5]=1[CH2:6]O)[CH3:2].P(Br)(Br)[Br:16]. Product: [CH2:1]([O:3][C:4]1[CH:11]=[CH:10][CH:9]=[C:8]([O:12][CH2:13][CH3:14])[C:5]=1[CH2:6][Br:16])[CH3:2]. The catalyst class is: 1. (4) Reactant: [CH2:1]([O:3][C:4](=[O:16])[CH2:5][C:6]1[C:11]([F:12])=[C:10](F)[N:9]=[C:8]([F:14])[C:7]=1[Cl:15])[CH3:2].[F:17][C:18]([F:27])([C:21]1[CH:26]=[CH:25][CH:24]=[CH:23][N:22]=1)[CH2:19][NH2:20].C([O-])([O-])=O.[Ca+2]. Product: [CH2:1]([O:3][C:4](=[O:16])[CH2:5][C:6]1[C:11]([F:12])=[C:10]([NH:20][CH2:19][C:18]([F:27])([F:17])[C:21]2[CH:26]=[CH:25][CH:24]=[CH:23][N:22]=2)[N:9]=[C:8]([F:14])[C:7]=1[Cl:15])[CH3:2]. The catalyst class is: 3. (5) Reactant: C(OC([N:8]1[CH2:13][CH2:12][C:11]([C:16]2[CH:21]=[CH:20][C:19]([Cl:22])=[CH:18][CH:17]=2)([C:14]#[N:15])[CH2:10][CH2:9]1)=O)(C)(C)C.FC(F)(F)C(O)=O. Product: [Cl:22][C:19]1[CH:20]=[CH:21][C:16]([C:11]2([C:14]#[N:15])[CH2:12][CH2:13][NH:8][CH2:9][CH2:10]2)=[CH:17][CH:18]=1. The catalyst class is: 4.